From a dataset of Forward reaction prediction with 1.9M reactions from USPTO patents (1976-2016). Predict the product of the given reaction. (1) Given the reactants [C:1]([NH:5][C:6]([C:8]1[C:16]2[C:11](=[N:12][C:13]([CH3:18])=[C:14](Br)[N:15]=2)[N:10]([CH2:19][O:20][CH2:21][CH2:22][Si:23]([CH3:26])([CH3:25])[CH3:24])[CH:9]=1)=[O:7])([CH3:4])([CH3:3])[CH3:2].[CH3:27][N:28]1[CH:32]=[C:31]([NH2:33])[CH:30]=[N:29]1.C1(P(C2C=CC=CC=2)C2C=CC3C(=CC=CC=3)C=2C2C3C(=CC=CC=3)C=CC=2P(C2C=CC=CC=2)C2C=CC=CC=2)C=CC=CC=1.CC(C)([O-])C.[Na+], predict the reaction product. The product is: [C:1]([NH:5][C:6]([C:8]1[C:16]2[C:11](=[N:12][C:13]([CH3:18])=[C:14]([NH:33][C:31]3[CH:30]=[N:29][N:28]([CH3:27])[CH:32]=3)[N:15]=2)[N:10]([CH2:19][O:20][CH2:21][CH2:22][Si:23]([CH3:26])([CH3:25])[CH3:24])[CH:9]=1)=[O:7])([CH3:4])([CH3:3])[CH3:2]. (2) Given the reactants [CH3:1][C:2]1[C:3]2[CH:16]=[CH:15][CH:14]=[CH:13][C:4]=2[S:5][C:6]=1[C:7]1[CH2:12][CH2:11][NH:10][CH2:9][CH:8]=1, predict the reaction product. The product is: [CH3:1][C:2]1[C:3]2[CH:16]=[CH:15][CH:14]=[CH:13][C:4]=2[S:5][C:6]=1[CH:7]1[CH2:8][CH2:9][NH:10][CH2:11][CH2:12]1. (3) The product is: [ClH:1].[Cl:1][C:2]1[CH:7]=[CH:6][CH:5]=[C:4]([F:8])[C:3]=1[CH2:9][CH2:10][NH:11][C:12]1[N:17]=[C:16]([O:18][CH3:19])[N:15]=[C:14]([C:20]2[CH:21]=[C:22]([CH:26]=[CH:27][CH:28]=2)[C:23]([OH:25])=[O:24])[CH:13]=1. Given the reactants [Cl:1][C:2]1[CH:7]=[CH:6][CH:5]=[C:4]([F:8])[C:3]=1[CH2:9][CH2:10][NH:11][C:12]1[N:17]=[C:16]([O:18][CH3:19])[N:15]=[C:14]([C:20]2[CH:21]=[C:22]([CH:26]=[CH:27][CH:28]=2)[C:23]([OH:25])=[O:24])[CH:13]=1.Cl, predict the reaction product. (4) Given the reactants [H-].[Na+].[Cl:3][C:4]1[CH:12]=[CH:11][CH:10]=[C:9]2[C:5]=1[CH2:6][CH2:7][C:8]2=O.[CH3:14][CH2:15][O:16][C:17]([CH3:19])=[O:18], predict the reaction product. The product is: [CH2:15]([O:16][C:17](=[O:18])[CH2:19][CH:8]1[C:9]2[C:5](=[C:4]([Cl:3])[CH:12]=[CH:11][CH:10]=2)[CH2:6][CH2:7]1)[CH3:14]. (5) Given the reactants [F:1][C:2]1[CH:20]=[CH:19][CH:18]=[CH:17][C:3]=1[CH2:4][N:5]1[C:9]2=[N:10][CH:11]=[CH:12][CH:13]=[C:8]2[C:7]([C:14](=[NH:16])[NH2:15])=[N:6]1.[C:21]([CH:23](/[N:29]=[N:30]/[C:31]1[CH:36]=[CH:35][CH:34]=[CH:33][CH:32]=1)[C:24](OCC)=[O:25])#[N:22], predict the reaction product. The product is: [NH2:22][C:21]1[N:15]=[C:14]([C:7]2[C:8]3[C:9](=[N:10][CH:11]=[CH:12][CH:13]=3)[N:5]([CH2:4][C:3]3[CH:17]=[CH:18][CH:19]=[CH:20][C:2]=3[F:1])[N:6]=2)[N:16]=[C:24]([OH:25])[C:23]=1/[N:29]=[N:30]/[C:31]1[CH:36]=[CH:35][CH:34]=[CH:33][CH:32]=1. (6) Given the reactants [NH:1]1[C:9]2[C:4](=[CH:5][CH:6]=[CH:7][CH:8]=2)[C:3](/[CH:10]=[C:11]2\[O:12][C:13]3[CH:20]=[C:19]([OH:21])[CH:18]=[CH:17][C:14]=3[C:15]\2=[O:16])=[CH:2]1.[CH3:22][N:23]([CH3:29])[CH2:24][CH2:25][CH2:26][NH:27][CH3:28].[CH2:30]=O, predict the reaction product. The product is: [NH:1]1[C:9]2[C:4](=[CH:5][CH:6]=[CH:7][CH:8]=2)[C:3](/[CH:10]=[C:11]2\[O:12][C:13]3[C:20]([CH2:22][N:23]([CH2:24][CH2:25][CH2:26][N:27]([CH3:30])[CH3:28])[CH3:29])=[C:19]([OH:21])[CH:18]=[CH:17][C:14]=3[C:15]\2=[O:16])=[CH:2]1. (7) Given the reactants Br[C:2]1[C:10]2[N:9]3[CH:11]=[N:12][N:13]=[C:8]3[CH:7]=[N:6][C:5]=2[N:4]([S:14]([C:17]2[CH:23]=[CH:22][C:20]([CH3:21])=[CH:19][CH:18]=2)(=[O:16])=[O:15])[CH:3]=1.[CH3:24][N:25]1[CH2:30][CH2:29][N:28]([C:31]2[N:36]=[C:35]([Sn](CCCC)(CCCC)CCCC)[CH:34]=[CH:33][N:32]=2)[CH2:27][CH2:26]1.[Li+].[Cl-].[F-].[Cs+], predict the reaction product. The product is: [CH3:24][N:25]1[CH2:26][CH2:27][N:28]([C:31]2[N:32]=[C:33]([C:2]3[C:10]4[N:9]5[CH:11]=[N:12][N:13]=[C:8]5[CH:7]=[N:6][C:5]=4[N:4]([S:14]([C:17]4[CH:18]=[CH:19][C:20]([CH3:21])=[CH:22][CH:23]=4)(=[O:16])=[O:15])[CH:3]=3)[CH:34]=[CH:35][N:36]=2)[CH2:29][CH2:30]1.